This data is from Forward reaction prediction with 1.9M reactions from USPTO patents (1976-2016). The task is: Predict the product of the given reaction. (1) Given the reactants ClC1N=C2NC(=O)C3([C@@H](C4C=CC=C(Cl)C=4F)[C@H](C(N[C@H]4CC[C@H](CO)CC4)=O)[N:12]([C@H:34]([C:43]4[CH:48]=[CH:47][CH:46]=CC=4)[C@@H:35]([OH:42])C4C=CC=CC=4)C43CCC(C)(C)CC4)C2=CC=1.[H][H].C[OH:60], predict the reaction product. The product is: [NH2:12][C@@H:34]1[CH2:43][CH2:48][C@@H:47]([CH2:46][OH:60])[O:42][CH2:35]1. (2) Given the reactants Br[C:2]1[C:7]([CH3:8])=[CH:6][C:5]([S:9]([NH2:12])(=[O:11])=[O:10])=[C:4]([CH3:13])[CH:3]=1.[Cu](C#N)[C:15]#[N:16], predict the reaction product. The product is: [C:15]([C:2]1[C:7]([CH3:8])=[CH:6][C:5]([S:9]([NH2:12])(=[O:11])=[O:10])=[C:4]([CH3:13])[CH:3]=1)#[N:16]. (3) Given the reactants COC1C=C(OC)C=CC=1C(Cl)=O.[Cl:14][C:15]1[CH:16]=[C:17]([CH:19]=[CH:20][C:21]=1[O:22][C:23]1[C:32]2[C:27](=[CH:28][C:29]([O:35][CH3:36])=[C:30]([O:33][CH3:34])[CH:31]=2)[N:26]=[CH:25][CH:24]=1)[NH2:18].[CH3:37][O:38][C:39]1[CH:44]=[C:43]([O:45][CH3:46])[CH:42]=[CH:41][C:40]=1[C:47]([N:49]=[C:50]=[S:51])=[O:48], predict the reaction product. The product is: [CH3:37][O:38][C:39]1[CH:44]=[C:43]([O:45][CH3:46])[CH:42]=[CH:41][C:40]=1[C:47]([N:49]=[C:50]=[S:51])=[O:48].[Cl:14][C:15]1[CH:16]=[C:17]([NH:18][C:50]([NH:49][C:47](=[O:48])[C:40]2[CH:41]=[CH:42][C:43]([O:45][CH3:46])=[CH:44][C:39]=2[O:38][CH3:37])=[S:51])[CH:19]=[CH:20][C:21]=1[O:22][C:23]1[C:32]2[C:27](=[CH:28][C:29]([O:35][CH3:36])=[C:30]([O:33][CH3:34])[CH:31]=2)[N:26]=[CH:25][CH:24]=1. (4) The product is: [OH:13][CH2:12][C:10]1[S:11][C:7]([C:2](=[O:3])[CH3:1])=[CH:8][CH:9]=1. Given the reactants [CH3:1][C:2]1([C:7]2[S:11][C:10]([CH2:12][OH:13])=[CH:9][CH:8]=2)OCC[O:3]1.Cl.C(=O)([O-])O.[Na+], predict the reaction product. (5) Given the reactants [C:1]([O:4][CH2:5][CH2:6][CH2:7][O:8][C:9]1[CH:14]=[CH:13][C:12]([C:15](=O)[CH2:16][CH2:17][C:18](O)=[O:19])=[CH:11][C:10]=1[Cl:22])(=[O:3])[CH3:2].O.[NH2:24][NH2:25].C(OCC)(=O)C, predict the reaction product. The product is: [Cl:22][C:10]1[CH:11]=[C:12]([C:15]2[CH2:16][CH2:17][C:18](=[O:19])[NH:25][N:24]=2)[CH:13]=[CH:14][C:9]=1[O:8][CH2:7][CH2:6][CH2:5][O:4][C:1](=[O:3])[CH3:2]. (6) Given the reactants [C:1]([C:4]1[CH:9]=[CH:8][C:7]([S:10]([NH:13][C:14]2[CH:19]=[CH:18][C:17]([Cl:20])=[CH:16][C:15]=2[N:21]2[C:29]3[C:24](=[N:25][CH:26]=[CH:27][CH:28]=3)[N:23]=[N:22]2)(=[O:12])=[O:11])=[CH:6][CH:5]=1)(=[O:3])[CH3:2].[BH4-].[Na+], predict the reaction product. The product is: [Cl:20][C:17]1[CH:18]=[CH:19][C:14]([NH:13][S:10]([C:7]2[CH:6]=[CH:5][C:4]([CH:1]([OH:3])[CH3:2])=[CH:9][CH:8]=2)(=[O:12])=[O:11])=[C:15]([N:21]2[C:29]3[C:24](=[N:25][CH:26]=[CH:27][CH:28]=3)[N:23]=[N:22]2)[CH:16]=1. (7) Given the reactants [CH3:1][N:2]1[CH:6]=[CH:5][N:4]=[CH:3]1.C([Li])CCC.[O:12]=[C:13]1[CH2:18][CH2:17][N:16]([C:19]([O:21][C:22]([CH3:25])([CH3:24])[CH3:23])=[O:20])[CH2:15][CH2:14]1, predict the reaction product. The product is: [OH:12][C:13]1([C:3]2[N:2]([CH3:1])[CH:6]=[CH:5][N:4]=2)[CH2:14][CH2:15][N:16]([C:19]([O:21][C:22]([CH3:25])([CH3:24])[CH3:23])=[O:20])[CH2:17][CH2:18]1. (8) Given the reactants [Br:1][C:2]1[CH:3]=[C:4]2[C:8](=[CH:9][CH:10]=1)[NH:7][C:6]([C:11]([OH:13])=O)=[CH:5]2.C[CH2:15][N:16]=[C:17]=NCCCN(C)C.Cl.C1C=CC2N(O)N=NC=2C=1.CNC, predict the reaction product. The product is: [CH3:15][N:16]([CH3:17])[C:11]([C:6]1[NH:7][C:8]2[C:4]([CH:5]=1)=[CH:3][C:2]([Br:1])=[CH:10][CH:9]=2)=[O:13]. (9) Given the reactants Br[C:2]1[CH:7]=[CH:6][C:5]([CH2:8][CH2:9][OH:10])=[CH:4][CH:3]=1.[F:11][C:12]([F:23])([F:22])[C:13]1[CH:18]=[CH:17][C:16](B(O)O)=[CH:15][CH:14]=1.C(=O)([O-])[O-].[Na+].[Na+], predict the reaction product. The product is: [F:11][C:12]([F:23])([F:22])[C:13]1[CH:18]=[CH:17][C:16]([C:2]2[CH:7]=[CH:6][C:5]([CH2:8][CH2:9][OH:10])=[CH:4][CH:3]=2)=[CH:15][CH:14]=1. (10) Given the reactants Cl[CH2:2][C:3]1[CH:4]=[C:5]([C:9]([N:11]2[CH2:24][C:23]([CH3:26])([CH3:25])[C:22]3[C:21]4[CH:20]=[CH:19][CH:18]=[CH:17][C:16]=4[NH:15][C:14]=3[C:13]([C:27]([O:29][CH:30]([CH3:32])[CH3:31])=[O:28])=[CH:12]2)=[O:10])[CH:6]=[CH:7][CH:8]=1.CCN(C(C)C)C(C)C.Cl.[C:43]1([S:49]([N:52]2[CH2:57][CH2:56][NH:55][CH2:54][CH2:53]2)(=[O:51])=[O:50])[CH:48]=[CH:47][CH:46]=[CH:45][CH:44]=1, predict the reaction product. The product is: [CH3:26][C:23]1([CH3:25])[C:22]2[C:21]3[CH:20]=[CH:19][CH:18]=[CH:17][C:16]=3[NH:15][C:14]=2[C:13]([C:27]([O:29][CH:30]([CH3:32])[CH3:31])=[O:28])=[CH:12][N:11]([C:9]([C:5]2[CH:6]=[CH:7][CH:8]=[C:3]([CH2:2][N:55]3[CH2:56][CH2:57][N:52]([S:49]([C:43]4[CH:48]=[CH:47][CH:46]=[CH:45][CH:44]=4)(=[O:51])=[O:50])[CH2:53][CH2:54]3)[CH:4]=2)=[O:10])[CH2:24]1.